From a dataset of Retrosynthesis with 50K atom-mapped reactions and 10 reaction types from USPTO. Predict the reactants needed to synthesize the given product. (1) Given the product O=C(O)c1ccc(OC2CCCCO2)cc1, predict the reactants needed to synthesize it. The reactants are: C1=COCCC1.O=C(O)c1ccc(O)cc1. (2) Given the product CC(C)Oc1cc(-c2cncc(-c3ccc(C(=O)N4CCN(C(C)C)CC4)cc3)c2)nc(-c2ccccn2)n1, predict the reactants needed to synthesize it. The reactants are: CC(C)N1CCN(C(=O)c2ccc(-c3cncc(-c4cc(Cl)nc(-c5ccccn5)n4)c3)cc2)CC1.CC(C)O. (3) Given the product [N-]=[N+]=NCc1ccc2c(-c3ccc(F)cc3)cc(Cl)nc2c1, predict the reactants needed to synthesize it. The reactants are: Fc1ccc(-c2cc(Cl)nc3cc(CBr)ccc23)cc1.[N-]=[N+]=[N-]. (4) Given the product Cn1cc(-c2ccc(C3(c4nnc5n4CCSC(C)(CO[Si](C)(C)C(C)(C)C)C5)CC3)cc2)cn1, predict the reactants needed to synthesize it. The reactants are: CC1(CO[Si](C)(C)C(C)(C)C)Cc2nnc(C3(c4ccc(Br)cc4)CC3)n2CCS1.Cn1cc(B2OC(C)(C)C(C)(C)O2)cn1. (5) Given the product O=C(CN1CCC(c2ccc(F)cc2)(c2ccc(F)cc2)C1=O)N1CC2(CCN(Cc3ccccc3)CC2)C1, predict the reactants needed to synthesize it. The reactants are: O=C(O)CN1CCC(c2ccc(F)cc2)(c2ccc(F)cc2)C1=O.c1ccc(CN2CCC3(CC2)CNC3)cc1. (6) Given the product CC1(C)OB(c2ccc3sc(-c4ccc(S(C)(=O)=O)cc4F)nc3c2)OC1(C)C, predict the reactants needed to synthesize it. The reactants are: CC1(C)OB(B2OC(C)(C)C(C)(C)O2)OC1(C)C.CS(=O)(=O)c1ccc(-c2nc3cc(Br)ccc3s2)c(F)c1. (7) Given the product CN(C)CCCN(C)c1ccc(Br)cc1[N+](=O)[O-], predict the reactants needed to synthesize it. The reactants are: CNCCCN(C)C.O=[N+]([O-])c1cc(Br)ccc1F.